This data is from Forward reaction prediction with 1.9M reactions from USPTO patents (1976-2016). The task is: Predict the product of the given reaction. (1) Given the reactants O.C1(C)C=CC(S(O)(=O)=O)=CC=1.[CH3:13][S:14]([O:17][CH:18]([CH:20]([C:34]1[CH:39]=[CH:38][CH:37]=[CH:36][CH:35]=1)[CH2:21][CH2:22][O:23][Si](C(C)C)(C(C)C)C(C)C)[CH3:19])(=[O:16])=[O:15].C(OCC)(=O)C.C(=O)([O-])O.[Na+], predict the reaction product. The product is: [CH3:13][S:14]([O:17][CH:18]([CH:20]([C:34]1[CH:35]=[CH:36][CH:37]=[CH:38][CH:39]=1)[CH2:21][CH2:22][OH:23])[CH3:19])(=[O:16])=[O:15]. (2) Given the reactants Cl[C:2]1[N:7]=[C:6]([C:8]2[S:12][C:11]([N:13]3[CH2:18][CH2:17][N:16]([S:19]([CH3:22])(=[O:21])=[O:20])[CH2:15][CH2:14]3)=[N:10][C:9]=2[C:23]2[C:24]([F:41])=[C:25]([NH:29][S:30]([C:33]3[CH:38]=[C:37]([F:39])[CH:36]=[CH:35][C:34]=3[F:40])(=[O:32])=[O:31])[CH:26]=[CH:27][CH:28]=2)[CH:5]=[CH:4][N:3]=1.[NH4+:42].[OH-].C(Cl)Cl, predict the reaction product. The product is: [NH2:42][C:2]1[N:7]=[C:6]([C:8]2[S:12][C:11]([N:13]3[CH2:18][CH2:17][N:16]([S:19]([CH3:22])(=[O:21])=[O:20])[CH2:15][CH2:14]3)=[N:10][C:9]=2[C:23]2[C:24]([F:41])=[C:25]([NH:29][S:30]([C:33]3[CH:38]=[C:37]([F:39])[CH:36]=[CH:35][C:34]=3[F:40])(=[O:32])=[O:31])[CH:26]=[CH:27][CH:28]=2)[CH:5]=[CH:4][N:3]=1. (3) Given the reactants [CH2:1]([NH2:12])[CH2:2][CH2:3][O:4][CH2:5][CH2:6][O:7][CH2:8][CH2:9][CH2:10][NH2:11].[S:13](Cl)([C:16]1[C:28]2[CH:27]=[CH:26][CH:25]=[C:21]([N:22]([CH3:24])[CH3:23])[C:20]=2[CH:19]=[CH:18][CH:17]=1)(=[O:15])=[O:14].O, predict the reaction product. The product is: [NH2:11][CH2:10][CH2:9][CH2:8][O:7][CH2:6][CH2:5][O:4][CH2:3][CH2:2][CH2:1][NH:12][S:13]([C:16]1[C:28]2[C:20](=[C:21]([N:22]([CH3:24])[CH3:23])[CH:25]=[CH:26][CH:27]=2)[CH:19]=[CH:18][CH:17]=1)(=[O:15])=[O:14]. (4) The product is: [O:29]1[CH:33]=[CH:32][C:31]([NH:34][C:12]([CH:9]2[CH2:8][CH2:7][N:6]([C:4]3[C:3]4[CH:15]=[CH:16][CH:17]=[CH:18][C:2]=4[S:1][CH:5]=3)[CH2:11][CH2:10]2)=[O:14])=[N:30]1. Given the reactants [S:1]1[CH:5]=[C:4]([N:6]2[CH2:11][CH2:10][CH:9]([C:12]([OH:14])=O)[CH2:8][CH2:7]2)[C:3]2[CH:15]=[CH:16][CH:17]=[CH:18][C:2]1=2.BrC1C2C=CC=CC=2SC=1.[O:29]1[CH:33]=[CH:32][C:31]([NH2:34])=[N:30]1, predict the reaction product. (5) Given the reactants [CH2:1]([NH:3][C:4]([C:6]1[CH:11]=[CH:10][C:9]([N:12]2[CH:16]=[C:15]([C:17]([O:19]CC)=[O:18])[N:14]=[N:13]2)=[C:8]([O:22][CH2:23][CH2:24][CH2:25][C:26]2[CH:31]=[CH:30][CH:29]=[CH:28][CH:27]=2)[CH:7]=1)=[O:5])[CH3:2].[OH-].[Na+], predict the reaction product. The product is: [CH2:1]([NH:3][C:4]([C:6]1[CH:11]=[CH:10][C:9]([N:12]2[CH:16]=[C:15]([C:17]([OH:19])=[O:18])[N:14]=[N:13]2)=[C:8]([O:22][CH2:23][CH2:24][CH2:25][C:26]2[CH:31]=[CH:30][CH:29]=[CH:28][CH:27]=2)[CH:7]=1)=[O:5])[CH3:2]. (6) Given the reactants [C:1]([CH2:3][C:4]1([N:18]2[CH:22]=[C:21]([C:23]3[C:24]4[CH:31]=[CH:30][N:29]([CH2:32][O:33][CH2:34][CH2:35][Si:36]([CH3:39])([CH3:38])[CH3:37])[C:25]=4[N:26]=[CH:27][N:28]=3)[CH:20]=[N:19]2)[CH2:7][N:6]([C:8]2[N:9]=[CH:10][C:11]([C:14]([O:16]C)=[O:15])=[N:12][CH:13]=2)[CH2:5]1)#[N:2].O.[OH-].[Li+].Cl, predict the reaction product. The product is: [C:1]([CH2:3][C:4]1([N:18]2[CH:22]=[C:21]([C:23]3[C:24]4[CH:31]=[CH:30][N:29]([CH2:32][O:33][CH2:34][CH2:35][Si:36]([CH3:37])([CH3:39])[CH3:38])[C:25]=4[N:26]=[CH:27][N:28]=3)[CH:20]=[N:19]2)[CH2:7][N:6]([C:8]2[N:9]=[CH:10][C:11]([C:14]([OH:16])=[O:15])=[N:12][CH:13]=2)[CH2:5]1)#[N:2].